From a dataset of Catalyst prediction with 721,799 reactions and 888 catalyst types from USPTO. Predict which catalyst facilitates the given reaction. (1) Reactant: C[O:2][C:3]([C:5]1[CH:6]=[C:7]([CH:42]=[CH:43][CH:44]=1)[O:8][CH2:9][CH2:10][CH:11]([NH:14][C:15](=[O:41])[C@H:16]([CH2:33][C:34]1[CH:39]=[CH:38][CH:37]=[C:36]([CH3:40])[CH:35]=1)[NH:17][C:18](=[O:32])[CH:19]([C:26]1[CH:31]=[CH:30][CH:29]=[CH:28][CH:27]=1)[C:20]1[CH:25]=[CH:24][CH:23]=[CH:22][CH:21]=1)[C:12]#[N:13])=[O:4].O[Li].O. Product: [C:3]([C:5]1[CH:6]=[C:7]([CH:42]=[CH:43][CH:44]=1)[O:8][CH2:9][CH2:10][CH:11]([NH:14][C:15](=[O:41])[C@H:16]([CH2:33][C:34]1[CH:39]=[CH:38][CH:37]=[C:36]([CH3:40])[CH:35]=1)[NH:17][C:18](=[O:32])[CH:19]([C:26]1[CH:27]=[CH:28][CH:29]=[CH:30][CH:31]=1)[C:20]1[CH:25]=[CH:24][CH:23]=[CH:22][CH:21]=1)[C:12]#[N:13])([OH:4])=[O:2]. The catalyst class is: 20. (2) Reactant: Br[CH:2]1[CH2:8][CH2:7][CH2:6][O:5][C:3]1=O.[OH:9][C:10]1[CH:15]=[CH:14][C:13]([C:16](=[S:18])[NH2:17])=[CH:12][C:11]=1[CH2:19][CH2:20][CH3:21]. Product: [S:18]1[C:2]2[CH2:8][CH2:7][CH2:6][O:5][C:3]=2[N:17]=[C:16]1[C:13]1[CH:14]=[CH:15][C:10]([OH:9])=[C:11]([CH2:19][CH2:20][CH3:21])[CH:12]=1. The catalyst class is: 8.